Task: Predict the product of the given reaction.. Dataset: Forward reaction prediction with 1.9M reactions from USPTO patents (1976-2016) (1) Given the reactants [CH3:1][CH:2]([C:4]1[CH:9]=[CH:8][C:7]([C:10]2[C:15]3=[N:16][S:17](=[O:21])(=[O:20])[CH2:18][CH2:19][N:14]3[CH:13]=[CH:12][CH:11]=2)=[CH:6][CH:5]=1)[CH3:3], predict the reaction product. The product is: [CH3:3][CH:2]([C:4]1[CH:9]=[CH:8][C:7]([CH:10]2[C:15]3=[N:16][S:17](=[O:21])(=[O:20])[CH2:18][CH2:19][N:14]3[CH2:13][CH2:12][CH2:11]2)=[CH:6][CH:5]=1)[CH3:1]. (2) Given the reactants [NH2:1][C:2]1[N:7]=[CH:6][C:5]([N:8]([CH3:28])[C:9](=[O:27])[C:10]([C:13]2[CH:18]=[C:17]([C:19]([F:22])([F:21])[F:20])[CH:16]=[C:15]([C:23]([F:26])([F:25])[F:24])[CH:14]=2)([CH3:12])[CH3:11])=[C:4]([C:29]2[CH:34]=[CH:33][CH:32]=[CH:31][C:30]=2[CH3:35])[CH:3]=1.[C:36]1([S:42](Cl)(=[O:44])=[O:43])[CH:41]=[CH:40][CH:39]=[CH:38][CH:37]=1, predict the reaction product. The product is: [C:36]1([S:42]([NH:1][C:2]2[N:7]=[CH:6][C:5]([N:8]([CH3:28])[C:9](=[O:27])[C:10]([C:13]3[CH:14]=[C:15]([C:23]([F:26])([F:24])[F:25])[CH:16]=[C:17]([C:19]([F:20])([F:21])[F:22])[CH:18]=3)([CH3:12])[CH3:11])=[C:4]([C:29]3[CH:34]=[CH:33][CH:32]=[CH:31][C:30]=3[CH3:35])[CH:3]=2)(=[O:44])=[O:43])[CH:41]=[CH:40][CH:39]=[CH:38][CH:37]=1.